This data is from Forward reaction prediction with 1.9M reactions from USPTO patents (1976-2016). The task is: Predict the product of the given reaction. (1) Given the reactants [CH2:1]([C@@H:8]1[NH:13][CH2:12][CH2:11][N:10]([C:14]2[CH:19]=[CH:18][C:17]([O:20][CH3:21])=[C:16]([O:22][CH:23]3[CH2:25][CH2:24]3)[CH:15]=2)[CH2:9]1)[C:2]1[CH:7]=[CH:6][CH:5]=[CH:4][CH:3]=1.C([O:28][C:29](=O)[CH2:30][C:31]1[NH:35][CH:34]=[N:33][N:32]=1)C, predict the reaction product. The product is: [CH2:1]([C@H:8]1[CH2:9][N:10]([C:14]2[CH:19]=[CH:18][C:17]([O:20][CH3:21])=[C:16]([O:22][CH:23]3[CH2:25][CH2:24]3)[CH:15]=2)[CH2:11][CH2:12][N:13]1[C:29](=[O:28])[CH2:30][C:31]1[NH:35][CH:34]=[N:33][N:32]=1)[C:2]1[CH:3]=[CH:4][CH:5]=[CH:6][CH:7]=1. (2) The product is: [CH2:1]([O:8][C:9]1[CH:10]=[C:11]2[C:16](=[CH:17][CH:18]=1)[C:15](=[O:19])[N:14]([CH2:20][CH:21]([CH3:23])[CH3:22])[C:13]([CH2:24][N:37]1[C:33](=[O:43])[C:34]3[C:35](=[CH:39][CH:40]=[CH:41][CH:42]=3)[C:36]1=[O:38])=[C:12]2[C:26]1[CH:31]=[CH:30][CH:29]=[C:28]([F:32])[CH:27]=1)[C:2]1[CH:7]=[CH:6][CH:5]=[CH:4][CH:3]=1. Given the reactants [CH2:1]([O:8][C:9]1[CH:10]=[C:11]2[C:16](=[CH:17][CH:18]=1)[C:15](=[O:19])[N:14]([CH2:20][CH:21]([CH3:23])[CH3:22])[C:13]([CH2:24]Cl)=[C:12]2[C:26]1[CH:31]=[CH:30][CH:29]=[C:28]([F:32])[CH:27]=1)[C:2]1[CH:7]=[CH:6][CH:5]=[CH:4][CH:3]=1.[C:33]1(=[O:43])[NH:37][C:36](=[O:38])[C:35]2=[CH:39][CH:40]=[CH:41][CH:42]=[C:34]12.[K].O, predict the reaction product.